Dataset: Reaction yield outcomes from USPTO patents with 853,638 reactions. Task: Predict the reaction yield, written as a fraction of the theoretical maximum amount of product (1.0 means a 100% yield; for example, 0.34 means a 34% yield). (1) The reactants are [CH2:1]([O:8][N:9]1[C:15](=[O:16])[N:14]2[CH2:17][C@H:10]1[CH2:11][CH2:12][C@H:13]2[C:18]([OH:20])=O)[C:2]1[CH:7]=[CH:6][CH:5]=[CH:4][CH:3]=1.[NH2:21][O:22][C@H:23]1[CH2:28][CH2:27][CH2:26][N:25]([C:29]([O:31][C:32]([CH3:35])([CH3:34])[CH3:33])=[O:30])[CH2:24]1.ON1C2C=CC=CC=2N=N1.Cl.C(N=C=NCCCN(C)C)C. The catalyst is C(Cl)Cl. The product is [CH2:1]([O:8][N:9]1[C:15](=[O:16])[N:14]2[CH2:17][C@H:10]1[CH2:11][CH2:12][C@H:13]2[C:18]([NH:21][O:22][C@H:23]1[CH2:28][CH2:27][CH2:26][N:25]([C:29]([O:31][C:32]([CH3:35])([CH3:34])[CH3:33])=[O:30])[CH2:24]1)=[O:20])[C:2]1[CH:3]=[CH:4][CH:5]=[CH:6][CH:7]=1. The yield is 0.820. (2) The reactants are [H-].[Na+].[NH2:3][C:4]1[N:9]=[C:8]([O:10][CH3:11])[NH:7][C:6](=[O:12])[CH:5]=1.[Br-].[Li+].Br[CH2:16][CH2:17][CH2:18][CH2:19][O:20][C:21](=[O:23])[CH3:22]. The catalyst is CN(C=O)C. The product is [NH2:3][C:4]1[N:9]=[C:8]([O:10][CH3:11])[N:7]([CH2:16][CH2:17][CH2:18][CH2:19][O:20][C:21](=[O:23])[CH3:22])[C:6](=[O:12])[CH:5]=1. The yield is 0.540. (3) The reactants are [NH2:1][C:2]1[C:11]2[CH:10]=[CH:9][CH:8]=[C:7](Br)[C:6]=2[N:5]=[C:4]2[CH2:13][N:14]([CH:17]3[CH2:20][CH2:19][CH2:18]3)[C:15](=[O:16])[C:3]=12.C([Sn](CCCC)(CCCC)[C:26]1[N:31]=[CH:30][CH:29]=[CH:28][N:27]=1)CCC.C1(CNCC2CCCCC2)CCCCC1. The catalyst is CN(C=O)C.C(Cl)Cl. The product is [NH2:1][C:2]1[C:11]2[CH:10]=[CH:9][CH:8]=[C:7]([C:26]3[N:31]=[CH:30][CH:29]=[CH:28][N:27]=3)[C:6]=2[N:5]=[C:4]2[CH2:13][N:14]([CH:17]3[CH2:20][CH2:19][CH2:18]3)[C:15](=[O:16])[C:3]=12. The yield is 0.0850. (4) The reactants are [N+:1]([C:4]1[NH:8][N:7]=[C:6]([C:9]([O:11][CH3:12])=[O:10])[CH:5]=1)([O-:3])=[O:2].[C:13](=O)([O-])[O-].[K+].[K+].CI. The catalyst is CN(C)C=O. The product is [CH3:13][N:8]1[C:4]([N+:1]([O-:3])=[O:2])=[CH:5][C:6]([C:9]([O:11][CH3:12])=[O:10])=[N:7]1. The yield is 0.150. (5) The reactants are FCCC1(N2C=C([C:20]3[N:25]4[CH:26]=[CH:27][N:28]=[C:24]4[CH:23]=[C:22]([C:29]4[CH:30]=[N:31][N:32]([CH3:34])[CH:33]=4)[N:21]=3)C=N2)CN(C(OC(C)(C)C)=O)C1.[ClH:35]. The catalyst is O1CCOCC1. The product is [ClH:35].[ClH:35].[ClH:35].[CH3:34][N:32]1[CH:33]=[C:29]([C:22]2[N:21]=[CH:20][N:25]3[CH:26]=[CH:27][N:28]=[C:24]3[CH:23]=2)[CH:30]=[N:31]1. The yield is 1.00. (6) The yield is 0.310. The reactants are [Cl:1][C:2]1[CH:3]=[C:4]([CH:7]=[CH:8][C:9]=1[O:10][CH:11]1[CH2:14][N:13]([C:15]([C:17]2[O:18][C:19]([C:22]3[CH:27]=[CH:26][C:25](OC)=[CH:24][CH:23]=3)=[N:20][N:21]=2)=[O:16])[CH2:12]1)[CH:5]=O.Cl.[CH3:31][C:32]1([OH:36])[CH2:35][NH:34][CH2:33]1. No catalyst specified. The product is [Cl:1][C:2]1[CH:3]=[C:4]([CH2:5][N:34]2[CH2:35][C:32]([OH:36])([CH3:31])[CH2:33]2)[CH:7]=[CH:8][C:9]=1[O:10][CH:11]1[CH2:14][N:13]([C:15]([C:17]2[O:18][C:19]([C:22]3[CH:23]=[CH:24][CH:25]=[CH:26][CH:27]=3)=[N:20][N:21]=2)=[O:16])[CH2:12]1. (7) The product is [Br:16][CH2:1][C:2]1[CH:15]=[CH:14][C:5]([C:6]([C:8]2[CH:13]=[CH:12][CH:11]=[CH:10][CH:9]=2)=[O:7])=[CH:4][CH:3]=1. The reactants are [CH3:1][C:2]1[CH:15]=[CH:14][C:5]([C:6]([C:8]2[CH:13]=[CH:12][CH:11]=[CH:10][CH:9]=2)=[O:7])=[CH:4][CH:3]=1.[Br:16]Br. The catalyst is C1C=CC=CC=1. The yield is 0.600.